From a dataset of Buchwald-Hartwig C-N cross coupling reaction yields with 55,370 reactions. Predict the reaction yield, written as a fraction of the theoretical maximum amount of product (1.0 means a 100% yield; for example, 0.34 means a 34% yield). (1) The reactants are Ic1ccccn1.Cc1ccc(N)cc1.O=S(=O)(O[Pd]1c2ccccc2-c2ccccc2N~1)C(F)(F)F.COc1ccc(OC)c(P([C@]23C[C@H]4C[C@H](C[C@H](C4)C2)C3)[C@]23C[C@H]4C[C@H](C[C@H](C4)C2)C3)c1-c1c(C(C)C)cc(C(C)C)cc1C(C)C.CN1CCCN2CCCN=C12.c1ccc(-c2ccno2)cc1. No catalyst specified. The product is Cc1ccc(Nc2ccccn2)cc1. The yield is 0.951. (2) The reactants are COc1ccc(Br)cc1.Cc1ccc(N)cc1.O=S(=O)(O[Pd]1c2ccccc2-c2ccccc2N~1)C(F)(F)F.COc1ccc(OC)c(P([C@]23C[C@H]4C[C@H](C[C@H](C4)C2)C3)[C@]23C[C@H]4C[C@H](C[C@H](C4)C2)C3)c1-c1c(C(C)C)cc(C(C)C)cc1C(C)C.CN(C)C(=NC(C)(C)C)N(C)C.c1ccc2oncc2c1. No catalyst specified. The product is COc1ccc(Nc2ccc(C)cc2)cc1. The yield is 0.118. (3) The reactants are COc1ccc(Br)cc1.Cc1ccc(N)cc1.O=S(=O)(O[Pd]1c2ccccc2-c2ccccc2N~1)C(F)(F)F.CC(C)c1cc(C(C)C)c(-c2ccccc2P(C2CCCCC2)C2CCCCC2)c(C(C)C)c1.CN(C)C(=NC(C)(C)C)N(C)C.c1ccc(CN(Cc2ccccc2)c2ccno2)cc1. No catalyst specified. The product is COc1ccc(Nc2ccc(C)cc2)cc1. The yield is 0.00597.